This data is from Reaction yield outcomes from USPTO patents with 853,638 reactions. The task is: Predict the reaction yield, written as a fraction of the theoretical maximum amount of product (1.0 means a 100% yield; for example, 0.34 means a 34% yield). (1) The catalyst is N1C=CC=CC=1. The reactants are [F:1][C:2]([F:13])([F:12])[C:3]1[CH:8]=[CH:7][C:6]([C:9](Cl)=[O:10])=[CH:5][CH:4]=1.[NH2:14][C:15]1[CH:20]=[CH:19][C:18]([C:21]2[C:29]3[C:24](=[N:25][CH:26]=[N:27][C:28]=3[NH2:30])[N:23]([C@H:31]3[CH2:36][CH2:35][C@H:34]([N:37]4[CH2:42][CH2:41][N:40]([CH3:43])[CH2:39][CH2:38]4)[CH2:33][CH2:32]3)[N:22]=2)=[CH:17][C:16]=1[O:44][CH3:45]. The product is [NH2:30][C:28]1[N:27]=[CH:26][N:25]=[C:24]2[N:23]([C@H:31]3[CH2:36][CH2:35][C@H:34]([N:37]4[CH2:38][CH2:39][N:40]([CH3:43])[CH2:41][CH2:42]4)[CH2:33][CH2:32]3)[N:22]=[C:21]([C:18]3[CH:19]=[CH:20][C:15]([NH:14][C:9](=[O:10])[C:6]4[CH:7]=[CH:8][C:3]([C:2]([F:13])([F:12])[F:1])=[CH:4][CH:5]=4)=[C:16]([O:44][CH3:45])[CH:17]=3)[C:29]=12. The yield is 0.740. (2) The reactants are [Si]([O:8][CH:9]1[CH2:14][CH2:13][CH:12]([O:15][C:16]2[CH:21]=[CH:20][C:19]([N:22]3[C:27](=[O:28])[C:26]([CH2:29][C:30]4[CH:35]=[CH:34][C:33]([C:36]5[CH:41]=[CH:40][CH:39]=[CH:38][C:37]=5[C:42]5[NH:46][C:45](=[O:47])[O:44][N:43]=5)=[CH:32][CH:31]=4)=[C:25]([CH2:48][CH2:49][CH3:50])[N:24]=[C:23]3[CH3:51])=[CH:18][CH:17]=2)[CH2:11][CH2:10]1)(C(C)(C)C)(C)C.[F-].C([N+](CCCC)(CCCC)CCCC)CCC.C(OCC)(=O)C.O. The catalyst is O1CCCC1. The product is [OH:8][CH:9]1[CH2:14][CH2:13][CH:12]([O:15][C:16]2[CH:17]=[CH:18][C:19]([N:22]3[C:27](=[O:28])[C:26]([CH2:29][C:30]4[CH:35]=[CH:34][C:33]([C:36]5[CH:41]=[CH:40][CH:39]=[CH:38][C:37]=5[C:42]5[NH:46][C:45](=[O:47])[O:44][N:43]=5)=[CH:32][CH:31]=4)=[C:25]([CH2:48][CH2:49][CH3:50])[N:24]=[C:23]3[CH3:51])=[CH:20][CH:21]=2)[CH2:11][CH2:10]1. The yield is 0.680. (3) The catalyst is CN(C)C=O. The yield is 0.720. The reactants are [CH2:1]([O:3][C:4]1[CH:12]=[CH:11][CH:10]=[CH:9][C:5]=1[C:6](Cl)=O)[CH3:2].[NH2:13][C:14]1[C:15](=[O:24])[NH:16][C:17](=[O:23])[N:18]([CH2:21][CH3:22])[C:19]=1[NH2:20].C(N(CC)CC)C.[OH-].[Na+].Cl. The product is [CH2:1]([O:3][C:4]1[CH:12]=[CH:11][CH:10]=[CH:9][C:5]=1[C:6]1[NH:13][C:14]2[C:15](=[O:24])[NH:16][C:17](=[O:23])[N:18]([CH2:21][CH3:22])[C:19]=2[N:20]=1)[CH3:2]. (4) The reactants are [CH3:1][O:2][C:3](=[O:17])[CH2:4][NH:5][C:6](=[O:16])[CH2:7][NH:8]C(OC(C)(C)C)=O.[C:18]([OH:24])([C:20]([F:23])([F:22])[F:21])=[O:19]. The catalyst is C(Cl)Cl. The product is [F:21][C:20]([F:23])([F:22])[C:18]([OH:24])=[O:19].[CH3:1][O:2][C:3](=[O:17])[CH2:4][NH:5][C:6](=[O:16])[CH2:7][NH2:8]. The yield is 1.00. (5) The reactants are [F:1][C:2]1[CH:7]=[CH:6][CH:5]=[C:4]([F:8])[C:3]=1[C:9]1[CH:21]=[CH:20][C:19]([C:22]([NH2:24])=[O:23])=[C:18]2[C:10]=1[C:11]1[CH2:12][CH2:13][CH:14]([C:25](N(OC)C)=[O:26])[CH2:15][C:16]=1[NH:17]2.[CH3:31][Mg]Br.Cl. The catalyst is C1COCC1. The product is [C:25]([CH:14]1[CH2:13][CH2:12][C:11]2[C:10]3[C:18](=[C:19]([C:22]([NH2:24])=[O:23])[CH:20]=[CH:21][C:9]=3[C:3]3[C:2]([F:1])=[CH:7][CH:6]=[CH:5][C:4]=3[F:8])[NH:17][C:16]=2[CH2:15]1)(=[O:26])[CH3:31]. The yield is 0.330. (6) The catalyst is C1COCC1. The reactants are [Si]([O:8][CH2:9][C@@H:10]([N:19]([CH3:32])[C:20]([NH:22][CH2:23][C:24]1[CH:29]=[CH:28][CH:27]=[C:26]([F:30])[C:25]=1[Cl:31])=[O:21])[CH2:11][C@@H:12]1[CH2:16][O:15][C:14]([CH3:18])([CH3:17])[O:13]1)(C(C)(C)C)(C)C.[F-].C([N+](CCCC)(CCCC)CCCC)CCC.[NH4+].[Cl-]. The product is [Cl:31][C:25]1[C:26]([F:30])=[CH:27][CH:28]=[CH:29][C:24]=1[CH2:23][NH:22][C:20](=[O:21])[N:19]([C@H:10]([CH2:9][OH:8])[CH2:11][C@@H:12]1[CH2:16][O:15][C:14]([CH3:18])([CH3:17])[O:13]1)[CH3:32]. The yield is 0.610. (7) The reactants are [NH2:1][CH2:2][C:3]1[CH:24]=[C:23]([F:25])[CH:22]=[CH:21][C:4]=1[O:5][C:6]1[CH:7]=[C:8]2[C:12](=[CH:13][CH:14]=1)[N:11]([CH2:15][C:16]([N:18]([CH3:20])[CH3:19])=[O:17])[N:10]=[CH:9]2.ClC(Cl)(Cl)C[O:29][C:30](=O)[NH:31][C:32]1[N:33]([C:41]2[CH:46]=[CH:45][C:44]([CH3:47])=[CH:43][CH:42]=2)[N:34]=[C:35]([C:37]([CH3:40])([CH3:39])[CH3:38])[CH:36]=1.CCN(C(C)C)C(C)C.CO. The catalyst is CN(C=O)C.ClCCl. The product is [C:37]([C:35]1[CH:36]=[C:32]([NH:31][C:30](=[O:29])[NH:1][CH2:2][C:3]2[CH:24]=[C:23]([F:25])[CH:22]=[CH:21][C:4]=2[O:5][C:6]2[CH:7]=[C:8]3[C:12](=[CH:13][CH:14]=2)[N:11]([CH2:15][C:16]([N:18]([CH3:20])[CH3:19])=[O:17])[N:10]=[CH:9]3)[N:33]([C:41]2[CH:46]=[CH:45][C:44]([CH3:47])=[CH:43][CH:42]=2)[N:34]=1)([CH3:40])([CH3:38])[CH3:39]. The yield is 0.360.